Dataset: Full USPTO retrosynthesis dataset with 1.9M reactions from patents (1976-2016). Task: Predict the reactants needed to synthesize the given product. (1) The reactants are: [CH2:1]([C:12]1[N:16]=[C:15]([C:17]2[CH:22]=[CH:21][C:20]([CH2:23][NH2:24])=[CH:19][CH:18]=2)[O:14][N:13]=1)[CH2:2][CH2:3][CH2:4][CH2:5][CH2:6][CH2:7][CH2:8][CH2:9][CH2:10][CH3:11].[Cl:25][C:26]1[CH:27]=[C:28]([CH:31]=[CH:32][CH:33]=1)[CH:29]=O. Given the product [Cl:25][C:26]1[CH:27]=[C:28]([CH:31]=[CH:32][CH:33]=1)[CH2:29][NH:24][CH2:23][C:20]1[CH:19]=[CH:18][C:17]([C:15]2[O:14][N:13]=[C:12]([CH2:1][CH2:2][CH2:3][CH2:4][CH2:5][CH2:6][CH2:7][CH2:8][CH2:9][CH2:10][CH3:11])[N:16]=2)=[CH:22][CH:21]=1, predict the reactants needed to synthesize it. (2) Given the product [CH2:40]([N:39]([CH2:2][C:3]1[N:11]([CH2:12][C:13]2[CH:18]=[CH:17][C:16]([C:19]([F:22])([F:21])[F:20])=[CH:15][CH:14]=2)[C:10]2[C:5](=[N:6][C:7]([C:30]#[N:31])=[N:8][C:9]=2[NH:23][C@@H:24]([CH:26]2[CH2:29][CH2:28][CH2:27]2)[CH3:25])[N:4]=1)[CH3:38])[C:41]1[CH:46]=[CH:45][CH:44]=[CH:43][CH:42]=1, predict the reactants needed to synthesize it. The reactants are: Cl[CH2:2][C:3]1[N:11]([CH2:12][C:13]2[CH:18]=[CH:17][C:16]([C:19]([F:22])([F:21])[F:20])=[CH:15][CH:14]=2)[C:10]2[C:5](=[N:6][C:7]([C:30]#[N:31])=[N:8][C:9]=2[NH:23][C@@H:24]([CH:26]2[CH2:29][CH2:28][CH2:27]2)[CH3:25])[N:4]=1.C([O-])([O-])=O.[Cs+].[Cs+].[CH3:38][NH:39][CH2:40][C:41]1[CH:46]=[CH:45][CH:44]=[CH:43][CH:42]=1. (3) Given the product [CH3:27][O:28][C:2]1[S:3][C:4]([CH2:7][NH:8][C:9]([C:11]2[C:12]3[CH:19]=[N:18][N:17]([C:20]4[CH:25]=[CH:24][C:23]([F:26])=[CH:22][CH:21]=4)[C:13]=3[CH:14]=[N:15][CH:16]=2)=[O:10])=[CH:5][N:6]=1, predict the reactants needed to synthesize it. The reactants are: Br[C:2]1[S:3][C:4]([CH2:7][NH:8][C:9]([C:11]2[C:12]3[CH:19]=[N:18][N:17]([C:20]4[CH:25]=[CH:24][C:23]([F:26])=[CH:22][CH:21]=4)[C:13]=3[CH:14]=[N:15][CH:16]=2)=[O:10])=[CH:5][N:6]=1.[CH3:27][O-:28].[Na+].CO. (4) Given the product [CH:1]1([CH2:4][O:5][C:6]2[CH:13]=[CH:12][CH:11]=[C:8](/[CH:9]=[CH:17]/[N+:14]([O-:16])=[O:15])[CH:7]=2)[CH2:3][CH2:2]1, predict the reactants needed to synthesize it. The reactants are: [CH:1]1([CH2:4][O:5][C:6]2[CH:7]=[C:8]([CH:11]=[CH:12][CH:13]=2)[CH:9]=O)[CH2:3][CH2:2]1.[N+:14]([CH3:17])([O-:16])=[O:15].C([O-])(=O)C.[NH4+]. (5) Given the product [C:1]([O:5][C:6](=[O:25])[N:7]([C:16]1[C:17](=[O:24])[N:18]([CH3:23])[CH:19]=[C:20]([Br:22])[CH:21]=1)[C:8]1[CH:13]=[CH:12][C:11]([CH2:14][NH:28][CH2:26][CH3:27])=[CH:10][N:9]=1)([CH3:3])([CH3:4])[CH3:2], predict the reactants needed to synthesize it. The reactants are: [C:1]([O:5][C:6](=[O:25])[N:7]([C:16]1[C:17](=[O:24])[N:18]([CH3:23])[CH:19]=[C:20]([Br:22])[CH:21]=1)[C:8]1[CH:13]=[CH:12][C:11]([CH:14]=O)=[CH:10][N:9]=1)([CH3:4])([CH3:3])[CH3:2].[CH2:26]([NH2:28])[CH3:27].C(O[BH-](OC(=O)C)OC(=O)C)(=O)C.[Na+].C(O)(=O)C. (6) The reactants are: CC1[N:3]([C:8]2[N:13]=[C:12]([CH2:14][C:15]([NH:17][C:18]3[CH:23]=[CH:22][C:21]([NH:24][C:25](=[O:40])[C:26]4[CH:31]=[CH:30][C:29]([CH3:32])=[N:28][C:27]=4[N:33]4[CH2:38][CH2:37][CH:36]([CH3:39])[CH2:35][CH2:34]4)=[CH:20][CH:19]=3)=[O:16])[CH:11]=[CH:10][CH:9]=2)C(C)=CC=1.Cl.NO.C(N(CC)CC)C. Given the product [NH2:3][C:8]1[N:13]=[C:12]([CH2:14][C:15]([NH:17][C:18]2[CH:19]=[CH:20][C:21]([NH:24][C:25](=[O:40])[C:26]3[CH:31]=[CH:30][C:29]([CH3:32])=[N:28][C:27]=3[N:33]3[CH2:38][CH2:37][CH:36]([CH3:39])[CH2:35][CH2:34]3)=[CH:22][CH:23]=2)=[O:16])[CH:11]=[CH:10][CH:9]=1, predict the reactants needed to synthesize it. (7) Given the product [N:10]1([C:35]([C:31]2[CH:32]=[C:33]3[C:28](=[CH:29][CH:30]=2)[CH2:27][N:26]([C:24]([NH:23][C:20]2[CH:19]=[CH:18][C:17]([C:15](=[O:16])[NH:14][CH2:11][CH2:12][CH3:13])=[CH:22][CH:21]=2)=[O:25])[CH2:34]3)=[O:36])[CH2:9][CH2:8][O:55][CH2:54][CH2:53]1, predict the reactants needed to synthesize it. The reactants are: C1(C[CH2:8][CH2:9][NH2:10])C=CC=CC=1.[CH2:11]([NH:14][C:15]([C:17]1[CH:22]=[CH:21][C:20]([NH:23][C:24]([N:26]2[CH2:34][C:33]3[C:28](=[CH:29][CH:30]=[C:31]([C:35](O)=[O:36])[CH:32]=3)[CH2:27]2)=[O:25])=[CH:19][CH:18]=1)=[O:16])[CH2:12][CH3:13].C1C2C(=CC=CC=2)CN1C(NC1C=C[C:53]([C:54](O)=[O:55])=CC=1)=O.